This data is from Full USPTO retrosynthesis dataset with 1.9M reactions from patents (1976-2016). The task is: Predict the reactants needed to synthesize the given product. (1) The reactants are: [CH3:1][N:2]1[C:10]2[N:9]=[CH:8][NH:7][C:6]=2[C:5](=[O:11])[NH:4][C:3]1=[O:12].Br[CH2:14][C@H:15]1[CH2:20][CH2:19][C@H:18]([CH2:21][CH3:22])[CH2:17][CH2:16]1.C(=O)([O-])[O-].[Na+].[Na+]. Given the product [CH2:21]([C@H:18]1[CH2:19][CH2:20][C@H:15]([CH2:14][N:9]2[CH:8]=[N:7][C:6]3[C:5](=[O:11])[NH:4][C:3](=[O:12])[N:2]([CH3:1])[C:10]2=3)[CH2:16][CH2:17]1)[CH3:22], predict the reactants needed to synthesize it. (2) Given the product [CH:1]([C:4]1[S:8][C:7]([NH:9][S:10]([C:13]2[CH:14]=[CH:15][C:16]([O:19][CH2:20][C:21]3[S:25][C:24]([C:26]4[CH:27]=[CH:28][C:29]([C:32]([F:33])([F:34])[F:35])=[CH:30][CH:31]=4)=[N:23][C:22]=3[CH3:36])=[CH:17][CH:18]=2)(=[O:12])=[O:11])=[N:6][N:5]=1)([CH3:3])[CH3:2], predict the reactants needed to synthesize it. The reactants are: [CH:1]([C:4]1[S:8][C:7]([N:9](COCC[Si](C)(C)C)[S:10]([C:13]2[CH:18]=[CH:17][C:16]([O:19][CH2:20][C:21]3[S:25][C:24]([C:26]4[CH:31]=[CH:30][C:29]([C:32]([F:35])([F:34])[F:33])=[CH:28][CH:27]=4)=[N:23][C:22]=3[CH3:36])=[CH:15][CH:14]=2)(=[O:12])=[O:11])=[N:6][N:5]=1)([CH3:3])[CH3:2].CCCC[N+](CCCC)(CCCC)CCCC.[F-]. (3) Given the product [CH2:11]([OH:17])[CH:12]([OH:13])[CH3:14].[CH3:7][NH:8][CH:11]=[O:17], predict the reactants needed to synthesize it. The reactants are: ClC1N=C2C(N=[CH:7][N:8]2[C@@H:11]2[O:17][C@H](CO)[C@@H:14](O)[C@H:12]2[OH:13])=C(N)N=1.N1C=C(C(N)=O)C=N1.C(=O)([O-])[O-].[Cs+].[Cs+].C1COCC1. (4) Given the product [Br:1][C:2]1[CH:7]=[CH:6][C:5]([NH:8][CH2:9][CH:10]2[CH2:12][CH2:11]2)=[C:4]([NH:13][C:28](=[O:29])[CH2:27][C:23]([CH3:26])([CH3:25])[CH3:24])[CH:3]=1, predict the reactants needed to synthesize it. The reactants are: [Br:1][C:2]1[CH:3]=[C:4]([NH2:13])[C:5]([NH:8][CH2:9][CH:10]2[CH2:12][CH2:11]2)=[CH:6][CH:7]=1.C(N(CC)C(C)C)(C)C.[C:23]([CH2:27][C:28](Cl)=[O:29])([CH3:26])([CH3:25])[CH3:24]. (5) Given the product [CH2:1]([N:11]([CH2:12][CH2:13][OH:14])[C:27](=[O:28])[O:26][C:23]([CH3:25])([CH3:24])[CH3:22])[CH2:2][CH2:3][CH2:4][CH2:5][CH2:6][CH2:7][CH2:8][CH2:9][CH3:10], predict the reactants needed to synthesize it. The reactants are: [CH2:1]([NH:11][CH2:12][CH2:13][OH:14])[CH2:2][CH2:3][CH2:4][CH2:5][CH2:6][CH2:7][CH2:8][CH2:9][CH3:10].CCN(CC)CC.[CH3:22][C:23]([O:26][C:27](O[C:27]([O:26][C:23]([CH3:25])([CH3:24])[CH3:22])=[O:28])=[O:28])([CH3:25])[CH3:24].